Predict which catalyst facilitates the given reaction. From a dataset of Catalyst prediction with 721,799 reactions and 888 catalyst types from USPTO. (1) Reactant: [Cl:1][C:2]1[N:10]=[C:9]2[C:5]([N:6]=[CH:7][N:8]2[C@@H:11]2[O:24][C@:23]([CH3:35])([CH2:25][O:26]C(=O)C3C=CC=CC=3)[C@@H:13]([O:14]C(=O)C3C=CC=CC=3)[C@@H:12]2[F:36])=[C:4](Cl)[N:3]=1.[O:38]([CH3:40])[Na].C(O)(=O)C. Product: [Cl:1][C:2]1[N:10]=[C:9]2[C:5]([N:6]=[CH:7][N:8]2[C@@H:11]2[O:24][C@:23]([CH3:35])([CH2:25][OH:26])[C@@H:13]([OH:14])[C@@H:12]2[F:36])=[C:4]([O:38][CH3:40])[N:3]=1. The catalyst class is: 5. (2) Reactant: C([NH:4][C:5]1[CH:10]=[C:9]([N:11]2[CH:15]=[C:14]([C:16]3[CH:21]=[CH:20][CH:19]=[CH:18][C:17]=3[Cl:22])[C:13]([C:23]([O:25]CC)=[O:24])=[CH:12]2)[C:8]([CH3:28])=[CH:7][N:6]=1)(=O)C.[OH-].[Na+]. Product: [NH2:4][C:5]1[CH:10]=[C:9]([N:11]2[CH:15]=[C:14]([C:16]3[CH:21]=[CH:20][CH:19]=[CH:18][C:17]=3[Cl:22])[C:13]([C:23]([OH:25])=[O:24])=[CH:12]2)[C:8]([CH3:28])=[CH:7][N:6]=1. The catalyst class is: 87.